Dataset: Reaction yield outcomes from USPTO patents with 853,638 reactions. Task: Predict the reaction yield, written as a fraction of the theoretical maximum amount of product (1.0 means a 100% yield; for example, 0.34 means a 34% yield). (1) The reactants are [CH3:1][O:2][C:3]1[CH:8]=[C:7]([N+:9]([O-])=O)[CH:6]=[CH:5][C:4]=1[N:12]1[CH:16]=[C:15]([CH3:17])[N:14]=[CH:13]1. The catalyst is C(O)C.[Pd]. The product is [CH3:1][O:2][C:3]1[CH:8]=[C:7]([NH2:9])[CH:6]=[CH:5][C:4]=1[N:12]1[CH:16]=[C:15]([CH3:17])[N:14]=[CH:13]1. The yield is 0.780. (2) The reactants are ClC(Cl)(Cl)C[N:4]([C:8]1[N:12]([CH3:13])[N:11]=[CH:10][CH:9]=1)[C:5](=[O:7])O.[F:16][C:17]1[CH:22]=[C:21]([F:23])[CH:20]=[CH:19][C:18]=1[C:24]1[N:29]=[C:28]([N:30]2[CH2:35][CH2:34][NH:33][CH2:32][CH2:31]2)[CH:27]=[CH:26][CH:25]=1. No catalyst specified. The product is [F:16][C:17]1[CH:22]=[C:21]([F:23])[CH:20]=[CH:19][C:18]=1[C:24]1[N:29]=[C:28]([N:30]2[CH2:31][CH2:32][N:33]([C:5]([NH:4][C:8]3[N:12]([CH3:13])[N:11]=[CH:10][CH:9]=3)=[O:7])[CH2:34][CH2:35]2)[CH:27]=[CH:26][CH:25]=1. The yield is 0.570. (3) The reactants are [OH:1][C@@H:2]1[CH2:7][C@H:6]([N:8]2[C:16](=[O:17])[C:15]3[C:10](=[CH:11][CH:12]=[CH:13][CH:14]=3)[C:9]2=[O:18])[C:5]([CH3:20])([CH3:19])[CH2:4][CH2:3]1.[N+:21]([C:24]1[CH:32]=[CH:31][C:27]([C:28](O)=[O:29])=[CH:26][CH:25]=1)([O-:23])=[O:22].C1(P(C2C=CC=CC=2)C2C=CC=CC=2)C=CC=CC=1.N(C(OCC)=O)=NC(OCC)=O.C1(C)C=CC=CC=1. The catalyst is O1CCCC1. The product is [N+:21]([C:24]1[CH:25]=[CH:26][C:27]([C:28]([O:1][C@H:2]2[CH2:3][CH2:4][C:5]([CH3:20])([CH3:19])[C@H:6]([N:8]3[C:16](=[O:17])[C:15]4[C:10](=[CH:11][CH:12]=[CH:13][CH:14]=4)[C:9]3=[O:18])[CH2:7]2)=[O:29])=[CH:31][CH:32]=1)([O-:23])=[O:22]. The yield is 0.660. (4) The reactants are [NH:1]1[CH:5]=[C:4]([C:6]2[CH:11]=[C:10]([C:12]([O:14]C)=[O:13])[CH:9]=[CH:8][N:7]=2)[N:3]=[CH:2]1.[F:16][C:17]1[CH:25]=[CH:24][C:20]([CH2:21][CH2:22]Br)=[CH:19][CH:18]=1.[OH-].[Na+]. The catalyst is CO. The product is [F:16][C:17]1[CH:25]=[CH:24][C:20]([CH2:21][CH2:22][N:1]2[CH:5]=[C:4]([C:6]3[CH:11]=[C:10]([C:12]([OH:14])=[O:13])[CH:9]=[CH:8][N:7]=3)[N:3]=[CH:2]2)=[CH:19][CH:18]=1. The yield is 0.480. (5) The yield is 0.420. The product is [CH3:21][C:18]1[N:14]2[C:15](=[O:17])[C:16]3[NH:8][C:9]([S:27][CH3:28])=[N:10][C:11]=3[N:12]([CH2:22][CH2:23][CH2:24][CH2:25][CH3:26])[C:13]2=[N:20][N:19]=1. No catalyst specified. The reactants are COC1C=CC(C[N:8]2[C:16]3[C:15](=[O:17])[N:14]4[C:18]([CH3:21])=[N:19][N:20]=[C:13]4[N:12]([CH2:22][CH2:23][CH2:24][CH2:25][CH3:26])[C:11]=3[N:10]=[C:9]2[S:27][CH3:28])=CC=1.FC(F)(F)C(O)=O. (6) The reactants are [CH:1](=O)[C:2]1[CH:7]=[CH:6][CH:5]=[CH:4][CH:3]=1.Cl.[CH3:10][O:11][C:12](=[O:16])[C@@H:13]([CH3:15])[NH2:14].C(O[BH-](OC(=O)C)OC(=O)C)(=O)C.[Na+]. The catalyst is C(Cl)Cl. The product is [CH3:10][O:11][C:12](=[O:16])[C@@H:13]([CH3:15])[NH:14][CH2:1][C:2]1[CH:7]=[CH:6][CH:5]=[CH:4][CH:3]=1. The yield is 0.800. (7) The yield is 0.470. The catalyst is O1CCCC1.CCCCC. The reactants are [Cl:1][C:2]1[N:7]=[CH:6][C:5]([CH2:8][N:9]([CH2:16][CH:17]([F:19])[F:18])[C:10]2[CH2:14][O:13][C:12](=[O:15])[CH:11]=2)=[CH:4][CH:3]=1.[C:20]([Li])(C)(C)C.CI. The product is [Cl:1][C:2]1[N:7]=[CH:6][C:5]([CH2:8][N:9]([CH2:16][CH:17]([F:19])[F:18])[C:10]2[CH:14]([CH3:20])[O:13][C:12](=[O:15])[CH:11]=2)=[CH:4][CH:3]=1.